This data is from Peptide-MHC class II binding affinity with 134,281 pairs from IEDB. The task is: Regression. Given a peptide amino acid sequence and an MHC pseudo amino acid sequence, predict their binding affinity value. This is MHC class II binding data. (1) The peptide sequence is SQIGLIEVLGKMPEHFM. The MHC is DRB1_0404 with pseudo-sequence DRB1_0404. The binding affinity (normalized) is 0. (2) The peptide sequence is STHMWFSRAVAQSIL. The MHC is DRB1_1201 with pseudo-sequence DRB1_1201. The binding affinity (normalized) is 0.200. (3) The peptide sequence is LEQDKCVTVMAPDKP. The MHC is DRB5_0101 with pseudo-sequence DRB5_0101. The binding affinity (normalized) is 0.386. (4) The peptide sequence is ARGWAAHRARANESA. The MHC is HLA-DQA10501-DQB10302 with pseudo-sequence HLA-DQA10501-DQB10302. The binding affinity (normalized) is 0.392. (5) The peptide sequence is EEDKENALSLLDKIYT. The MHC is DRB1_0301 with pseudo-sequence DRB1_0301. The binding affinity (normalized) is 0.0797. (6) The peptide sequence is IDLTKIDRCFQLRGNG. The MHC is DRB1_0101 with pseudo-sequence DRB1_0101. The binding affinity (normalized) is 0.834. (7) The peptide sequence is GPTHLFQPSLVLIMAK. The binding affinity (normalized) is 0.742. The MHC is H-2-IAb with pseudo-sequence H-2-IAb. (8) The peptide sequence is YNNNEAFKVENGSAA. The MHC is DRB3_0202 with pseudo-sequence DRB3_0202. The binding affinity (normalized) is 0.551.